From a dataset of Forward reaction prediction with 1.9M reactions from USPTO patents (1976-2016). Predict the product of the given reaction. Given the reactants [CH3:1][C:2]1[O:6][N:5]=[C:4]([C:7]2[CH:12]=[CH:11][CH:10]=[C:9]([C:13]([F:16])([F:15])[F:14])[CH:8]=2)[C:3]=1[C:17]([OH:19])=O.Cl.C(N=C=NCCCN(C)C)C.OC1C2N=NNC=2C=CC=1.[N:42]1([C:48]2[CH:53]=[CH:52][C:51]([OH:54])=[CH:50][CH:49]=2)[CH2:47][CH2:46][NH:45][CH2:44][CH2:43]1, predict the reaction product. The product is: [OH:54][C:51]1[CH:50]=[CH:49][C:48]([N:42]2[CH2:47][CH2:46][N:45]([C:17]([C:3]3[C:4]([C:7]4[CH:12]=[CH:11][CH:10]=[C:9]([C:13]([F:14])([F:15])[F:16])[CH:8]=4)=[N:5][O:6][C:2]=3[CH3:1])=[O:19])[CH2:44][CH2:43]2)=[CH:53][CH:52]=1.